Dataset: Peptide-MHC class I binding affinity with 185,985 pairs from IEDB/IMGT. Task: Regression. Given a peptide amino acid sequence and an MHC pseudo amino acid sequence, predict their binding affinity value. This is MHC class I binding data. (1) The peptide sequence is RQRLLPAAL. The MHC is HLA-B27:05 with pseudo-sequence HLA-B27:05. The binding affinity (normalized) is 0.315. (2) The peptide sequence is HTAAPWGSY. The MHC is HLA-B39:01 with pseudo-sequence HLA-B39:01. The binding affinity (normalized) is 0.0847.